Dataset: Forward reaction prediction with 1.9M reactions from USPTO patents (1976-2016). Task: Predict the product of the given reaction. (1) Given the reactants [CH3:1][O:2][C:3]([C:5]1[CH:14]=[C:13]2[C:8]([CH:9]([NH2:15])[CH2:10][CH2:11][S:12]2)=[CH:7][CH:6]=1)=[O:4].C(=O)([O-])O.[Na+].[CH2:21]([O:28][C:29](Cl)=[O:30])[C:22]1[CH:27]=[CH:26][CH:25]=[CH:24][CH:23]=1, predict the reaction product. The product is: [CH3:1][O:2][C:3]([C:5]1[CH:14]=[C:13]2[C:8]([CH:9]([NH:15][C:29]([O:28][CH2:21][C:22]3[CH:27]=[CH:26][CH:25]=[CH:24][CH:23]=3)=[O:30])[CH2:10][CH2:11][S:12]2)=[CH:7][CH:6]=1)=[O:4]. (2) Given the reactants [Cl:1][C:2]1[CH:3]=[C:4]([NH:9][C:10]2[N:14]=[C:13]([NH2:15])[NH:12][N:11]=2)[CH:5]=[C:6]([Cl:8])[CH:7]=1.ClC1C=C(N=C=S)C=C(Cl)C=1C#N.[CH3:29][S:30]([N:33]1[CH2:38][CH2:37][C:36](=O)[CH2:35][CH2:34]1)(=[O:32])=[O:31].C([BH3-])#N.[Na+], predict the reaction product. The product is: [Cl:1][C:2]1[CH:3]=[C:4]([NH:9][C:10]2[N:14]=[C:13]([NH:15][CH:36]3[CH2:37][CH2:38][N:33]([S:30]([CH3:29])(=[O:32])=[O:31])[CH2:34][CH2:35]3)[NH:12][N:11]=2)[CH:5]=[C:6]([Cl:8])[CH:7]=1. (3) Given the reactants [CH2:1]([Mg]Br)[CH3:2].[Br:5][C:6]1[CH:7]=[CH:8][C:9]2[N:13]=[C:12]([C:14](N(OC)C)=[O:15])[N:11]([CH3:20])[C:10]=2[CH:21]=1, predict the reaction product. The product is: [Br:5][C:6]1[CH:7]=[CH:8][C:9]2[N:13]=[C:12]([C:14](=[O:15])[CH2:1][CH3:2])[N:11]([CH3:20])[C:10]=2[CH:21]=1.